From a dataset of Peptide-MHC class I binding affinity with 185,985 pairs from IEDB/IMGT. Regression. Given a peptide amino acid sequence and an MHC pseudo amino acid sequence, predict their binding affinity value. This is MHC class I binding data. (1) The peptide sequence is LEYGANYFL. The MHC is HLA-A02:03 with pseudo-sequence HLA-A02:03. The binding affinity (normalized) is 0.0847. (2) The peptide sequence is MLYQLLEAVY. The MHC is HLA-A31:01 with pseudo-sequence HLA-A31:01. The binding affinity (normalized) is 0.141. (3) The peptide sequence is YARRYFYPL. The MHC is HLA-C07:02 with pseudo-sequence HLA-C07:02. The binding affinity (normalized) is 0.455. (4) The peptide sequence is TDVKRYTTGGT. The MHC is Mamu-A11 with pseudo-sequence Mamu-A11. The binding affinity (normalized) is 0. (5) The peptide sequence is QSRKEFMSM. The MHC is HLA-B15:01 with pseudo-sequence HLA-B15:01. The binding affinity (normalized) is 0.611. (6) The peptide sequence is KRWAFRTGV. The MHC is HLA-B18:01 with pseudo-sequence HLA-B18:01. The binding affinity (normalized) is 0.0847. (7) The MHC is HLA-B51:01 with pseudo-sequence HLA-B51:01. The binding affinity (normalized) is 0.814. The peptide sequence is IPLQWIASAI. (8) The peptide sequence is AVNHYFKTR. The MHC is HLA-A33:01 with pseudo-sequence HLA-A33:01. The binding affinity (normalized) is 0.638. (9) The peptide sequence is GLYRLNFRR. The MHC is HLA-B57:01 with pseudo-sequence HLA-B57:01. The binding affinity (normalized) is 0.0847. (10) The peptide sequence is STLNFNNLY. The MHC is HLA-A68:02 with pseudo-sequence HLA-A68:02. The binding affinity (normalized) is 0.244.